Dataset: Reaction yield outcomes from USPTO patents with 853,638 reactions. Task: Predict the reaction yield, written as a fraction of the theoretical maximum amount of product (1.0 means a 100% yield; for example, 0.34 means a 34% yield). The reactants are Cl[C:2]1[CH:7]=[CH:6][N:5]2[C:8]([C:11]([NH:13][C:14]3[CH:22]=[CH:21][CH:20]=[C:19]4[C:15]=3[C:16]([CH3:33])=[N:17][N:18]4[CH2:23][C:24]3[CH:29]=[CH:28][CH:27]=[C:26]([CH:30]([CH3:32])[CH3:31])[N:25]=3)=[O:12])=[CH:9][N:10]=[C:4]2[CH:3]=1.[CH3:34][C@H:35]1[N:40]([CH3:41])[C@@H:39]([CH3:42])[CH2:38][N:37]([CH2:43][CH2:44][OH:45])[CH2:36]1.[OH-].[K+]. The catalyst is CS(C)=O.O. The product is [CH:30]([C:26]1[N:25]=[C:24]([CH2:23][N:18]2[C:19]3[C:15](=[C:14]([NH:13][C:11]([C:8]4[N:5]5[CH:6]=[CH:7][C:2]([O:45][CH2:44][CH2:43][N:37]6[CH2:38][C@@H:39]([CH3:42])[N:40]([CH3:41])[C@@H:35]([CH3:34])[CH2:36]6)=[CH:3][C:4]5=[N:10][CH:9]=4)=[O:12])[CH:22]=[CH:21][CH:20]=3)[C:16]([CH3:33])=[N:17]2)[CH:29]=[CH:28][CH:27]=1)([CH3:32])[CH3:31]. The yield is 0.0600.